This data is from CYP2D6 inhibition data for predicting drug metabolism from PubChem BioAssay. The task is: Regression/Classification. Given a drug SMILES string, predict its absorption, distribution, metabolism, or excretion properties. Task type varies by dataset: regression for continuous measurements (e.g., permeability, clearance, half-life) or binary classification for categorical outcomes (e.g., BBB penetration, CYP inhibition). Dataset: cyp2d6_veith. The compound is Cc1ccc2c(c1)c1c3n2CCN[C@H]3CCC1. The result is 1 (inhibitor).